This data is from Full USPTO retrosynthesis dataset with 1.9M reactions from patents (1976-2016). The task is: Predict the reactants needed to synthesize the given product. (1) Given the product [ClH:31].[ClH:31].[CH3:3][O:4][C:5]1[CH:10]=[CH:9][C:8]([CH2:11][C@H:12]([C:13]2[NH:17][C:16]3[CH:18]=[CH:19][C:20]([CH3:22])=[CH:21][C:15]=3[N:14]=2)[NH2:23])=[CH:7][CH:6]=1, predict the reactants needed to synthesize it. The reactants are: N#N.[CH3:3][O:4][C:5]1[CH:10]=[CH:9][C:8]([CH2:11][C@@H:12]([NH:23]C(=O)OC(C)(C)C)[C:13]2[NH:17][C:16]3[CH:18]=[CH:19][C:20]([CH3:22])=[CH:21][C:15]=3[N:14]=2)=[CH:7][CH:6]=1.[ClH:31]. (2) Given the product [Cl:8][C:6]1[CH:5]=[CH:4][C:3]([OH:9])=[C:2]([NH:1][C:10](=[O:14])[CH3:11])[CH:7]=1, predict the reactants needed to synthesize it. The reactants are: [NH2:1][C:2]1[CH:7]=[C:6]([Cl:8])[CH:5]=[CH:4][C:3]=1[OH:9].[C:10]([O:14]C)(C)(C)[CH3:11]. (3) The reactants are: [C:1]([N:9]=[C:10]=[S:11])(=[O:8])[C:2]1[CH:7]=[CH:6][CH:5]=[CH:4][CH:3]=1.[NH2:12][C@@:13]1([C:25]2[CH:30]=[CH:29][C:28]([F:31])=[CH:27][C:26]=2[F:32])[CH2:18][O:17][C@@H:16]([C:19]2([CH3:22])[CH2:21][CH2:20]2)[CH2:15][C@H:14]1[CH2:23][OH:24]. Given the product [F:32][C:26]1[CH:27]=[C:28]([F:31])[CH:29]=[CH:30][C:25]=1[C@@:13]1([NH:12][C:10]([NH:9][C:1](=[O:8])[C:2]2[CH:7]=[CH:6][CH:5]=[CH:4][CH:3]=2)=[S:11])[C@H:14]([CH2:23][OH:24])[CH2:15][C@H:16]([C:19]2([CH3:22])[CH2:21][CH2:20]2)[O:17][CH2:18]1, predict the reactants needed to synthesize it. (4) Given the product [F:1][C:2]1[N:7]=[C:6]([C:13]2[CH:12]=[N:11][CH:16]=[CH:15][CH:14]=2)[C:5]([O:9][CH3:10])=[CH:4][CH:3]=1, predict the reactants needed to synthesize it. The reactants are: [F:1][C:2]1[N:7]=[C:6](I)[C:5]([O:9][CH3:10])=[CH:4][CH:3]=1.[N:11]1[CH:16]=[CH:15][CH:14]=[C:13](B(O)O)[CH:12]=1.C(=O)([O-])[O-].[K+].[K+]. (5) Given the product [CH2:1]([C:3]1[CH:4]=[CH:5][C:6]2[C@H:15]3[C@H:11]([CH2:12][NH:13][CH2:14]3)[O:10][CH2:9][C:7]=2[CH:8]=1)[CH3:2], predict the reactants needed to synthesize it. The reactants are: [CH:1]([C:3]1[CH:4]=[CH:5][C:6]2[C@H:15]3[C@H:11]([CH2:12][N:13](C(OC(C)(C)C)=O)[CH2:14]3)[O:10][CH2:9][C:7]=2[CH:8]=1)=[CH2:2].C(O)C.FC(F)(F)C(O)=O.